Dataset: Forward reaction prediction with 1.9M reactions from USPTO patents (1976-2016). Task: Predict the product of the given reaction. (1) Given the reactants [NH:1]1[C:5]2[CH:6]=[CH:7][C:8]([C@@H:10]([NH:12][C:13]3[CH:18]=[C:17]([Cl:19])[N:16]=[CH:15][C:14]=3[NH2:20])[CH3:11])=[CH:9][C:4]=2[N:3]=[CH:2]1.Cl.[CH2:22](OC(=N)C)[CH3:23].N, predict the reaction product. The product is: [NH:1]1[C:5]2[CH:6]=[CH:7][C:8]([C@@H:10]([N:12]3[C:13]4[CH:18]=[C:17]([Cl:19])[N:16]=[CH:15][C:14]=4[N:20]=[C:22]3[CH3:23])[CH3:11])=[CH:9][C:4]=2[N:3]=[CH:2]1. (2) The product is: [C:8]([O-:15])(=[O:14])/[CH:9]=[CH:10]/[CH:11]=[CH:12]/[CH3:13].[Na+:7]. Given the reactants Cl.NC(N)=O.[OH-].[Na+:7].[C:8]([OH:15])(=[O:14])/[CH:9]=[CH:10]/[CH:11]=[CH:12]/[CH3:13], predict the reaction product. (3) The product is: [C:1]([O:5][C:6]([N:8]1[C:14]2[CH:15]=[C:16]([O:19][CH3:20])[C:17]([N+:29]([O-:31])=[O:30])=[CH:18][C:13]=2[CH2:12][CH2:11][CH:10]([C:21]([O:23][C:24]([CH3:27])([CH3:26])[CH3:25])=[O:22])[C:9]1=[O:28])=[O:7])([CH3:3])([CH3:4])[CH3:2]. Given the reactants [C:1]([O:5][C:6]([N:8]1[C:14]2[CH:15]=[C:16]([O:19][CH3:20])[CH:17]=[CH:18][C:13]=2[CH2:12][CH2:11][CH:10]([C:21]([O:23][C:24]([CH3:27])([CH3:26])[CH3:25])=[O:22])[C:9]1=[O:28])=[O:7])([CH3:4])([CH3:3])[CH3:2].[N+:29]([O-])([OH:31])=[O:30], predict the reaction product. (4) Given the reactants [CH3:1][O:2][C:3]([C:5]1[NH:6][C:7](=[S:17])[NH:8][C:9]=1[C:10]1[CH:15]=[CH:14][C:13]([F:16])=[CH:12][CH:11]=1)=[O:4].[C:18]([O-])([O-])=O.[K+].[K+].CI, predict the reaction product. The product is: [CH3:1][O:2][C:3]([C:5]1[N:6]=[C:7]([S:17][CH3:18])[NH:8][C:9]=1[C:10]1[CH:15]=[CH:14][C:13]([F:16])=[CH:12][CH:11]=1)=[O:4]. (5) Given the reactants [CH3:1][N:2]1[C:11]2[C:6](=[CH:7][C:8]([C:18]([F:21])([F:20])[F:19])=[C:9]([C:12]3[CH:13]=[N:14][N:15]([CH3:17])[CH:16]=3)[CH:10]=2)[N:5]([C:22]2[C:26]3[CH2:27][NH:28][CH2:29][CH2:30][C:25]=3[N:24]([CH:31]3[CH2:36][CH2:35][O:34][CH2:33][CH2:32]3)[N:23]=2)[CH2:4][CH:3]1[CH3:37].C(N(CC)CC)C.[CH3:45][NH:46][C:47](N1C=CN=C1)=[O:48], predict the reaction product. The product is: [CH3:37][CH:3]1[N:2]([CH3:1])[C:11]2[C:6](=[CH:7][C:8]([C:18]([F:20])([F:19])[F:21])=[C:9]([C:12]3[CH:13]=[N:14][N:15]([CH3:17])[CH:16]=3)[CH:10]=2)[N:5]([C:22]2[C:26]3[CH2:27][N:28]([C:47]([NH:46][CH3:45])=[O:48])[CH2:29][CH2:30][C:25]=3[N:24]([CH:31]3[CH2:36][CH2:35][O:34][CH2:33][CH2:32]3)[N:23]=2)[CH2:4]1. (6) Given the reactants [F:1][C:2]1([F:36])[CH2:5][CH:4]([CH2:6][O:7][C:8]2[CH:35]=[CH:34][C:11]3[N:12]=[C:13]([C:15]4[N:20]=[CH:19][C:18]([O:21][CH2:22][C@@H:23]([NH:25]C(=O)OC(C)(C)C)[CH3:24])=[CH:17][C:16]=4[F:33])[O:14][C:10]=3[CH:9]=2)[CH2:3]1.Cl.[C:38](OCC)(=[O:40])[CH3:39], predict the reaction product. The product is: [F:36][C:2]1([F:1])[CH2:5][CH:4]([CH2:6][O:7][C:8]2[CH:35]=[CH:34][C:11]3[N:12]=[C:13]([C:15]4[N:20]=[CH:19][C:18]([O:21][CH2:22][C@@H:23]([NH:25][C:38](=[O:40])[CH3:39])[CH3:24])=[CH:17][C:16]=4[F:33])[O:14][C:10]=3[CH:9]=2)[CH2:3]1. (7) Given the reactants [F:1][C:2]1[C:3]([C:22](=[O:30])[NH:23][C:24]2[CH:29]=[CH:28][CH:27]=[CH:26][CH:25]=2)=[C:4]([NH:8][C:9](=O)[C@@H:10]([NH:13][C:14](=[O:20])[O:15][C:16]([CH3:19])([CH3:18])[CH3:17])[CH2:11][CH3:12])[CH:5]=[CH:6][CH:7]=1.C(N(CC)CC)C.C/C(/O[Si](C)(C)C)=N\[Si](C)(C)C, predict the reaction product. The product is: [F:1][C:2]1[CH:7]=[CH:6][CH:5]=[C:4]2[C:3]=1[C:22](=[O:30])[N:23]([C:24]1[CH:29]=[CH:28][CH:27]=[CH:26][CH:25]=1)[C:9]([C@@H:10]([NH:13][C:14](=[O:20])[O:15][C:16]([CH3:19])([CH3:18])[CH3:17])[CH2:11][CH3:12])=[N:8]2.